This data is from NCI-60 drug combinations with 297,098 pairs across 59 cell lines. The task is: Regression. Given two drug SMILES strings and cell line genomic features, predict the synergy score measuring deviation from expected non-interaction effect. (1) Drug 1: CC1=C2C(C(=O)C3(C(CC4C(C3C(C(C2(C)C)(CC1OC(=O)C(C(C5=CC=CC=C5)NC(=O)OC(C)(C)C)O)O)OC(=O)C6=CC=CC=C6)(CO4)OC(=O)C)OC)C)OC. Drug 2: CN(C(=O)NC(C=O)C(C(C(CO)O)O)O)N=O. Cell line: PC-3. Synergy scores: CSS=49.2, Synergy_ZIP=5.95, Synergy_Bliss=4.85, Synergy_Loewe=-10.7, Synergy_HSA=6.56. (2) Drug 1: N.N.Cl[Pt+2]Cl. Drug 2: CC1C(C(CC(O1)OC2CC(CC3=C2C(=C4C(=C3O)C(=O)C5=CC=CC=C5C4=O)O)(C(=O)C)O)N)O. Cell line: MDA-MB-435. Synergy scores: CSS=57.0, Synergy_ZIP=-4.67, Synergy_Bliss=-0.883, Synergy_Loewe=-21.7, Synergy_HSA=2.04. (3) Drug 1: C1=CC(=CC=C1CCCC(=O)O)N(CCCl)CCCl. Drug 2: C1=CC(=CC=C1C#N)C(C2=CC=C(C=C2)C#N)N3C=NC=N3. Cell line: SR. Synergy scores: CSS=50.2, Synergy_ZIP=-1.71, Synergy_Bliss=-3.39, Synergy_Loewe=-7.63, Synergy_HSA=-2.19. (4) Drug 1: CC1OCC2C(O1)C(C(C(O2)OC3C4COC(=O)C4C(C5=CC6=C(C=C35)OCO6)C7=CC(=C(C(=C7)OC)O)OC)O)O. Drug 2: CCC1(CC2CC(C3=C(CCN(C2)C1)C4=CC=CC=C4N3)(C5=C(C=C6C(=C5)C78CCN9C7C(C=CC9)(C(C(C8N6C)(C(=O)OC)O)OC(=O)C)CC)OC)C(=O)OC)O.OS(=O)(=O)O. Cell line: HCC-2998. Synergy scores: CSS=24.5, Synergy_ZIP=-4.06, Synergy_Bliss=-6.31, Synergy_Loewe=-5.02, Synergy_HSA=-4.72. (5) Drug 2: CCN(CC)CCCC(C)NC1=C2C=C(C=CC2=NC3=C1C=CC(=C3)Cl)OC. Cell line: ACHN. Drug 1: C1CC(=O)NC(=O)C1N2CC3=C(C2=O)C=CC=C3N. Synergy scores: CSS=11.4, Synergy_ZIP=1.23, Synergy_Bliss=1.04, Synergy_Loewe=-2.52, Synergy_HSA=1.07. (6) Drug 2: COC1=C2C(=CC3=C1OC=C3)C=CC(=O)O2. Synergy scores: CSS=28.8, Synergy_ZIP=1.97, Synergy_Bliss=2.30, Synergy_Loewe=-44.2, Synergy_HSA=-0.558. Drug 1: CC1C(C(CC(O1)OC2CC(OC(C2O)C)OC3=CC4=CC5=C(C(=O)C(C(C5)C(C(=O)C(C(C)O)O)OC)OC6CC(C(C(O6)C)O)OC7CC(C(C(O7)C)O)OC8CC(C(C(O8)C)O)(C)O)C(=C4C(=C3C)O)O)O)O. Cell line: MDA-MB-435. (7) Drug 1: C1C(C(OC1N2C=C(C(=O)NC2=O)F)CO)O. Drug 2: C1=NC(=NC(=O)N1C2C(C(C(O2)CO)O)O)N. Cell line: SK-MEL-28. Synergy scores: CSS=21.1, Synergy_ZIP=-5.85, Synergy_Bliss=0.786, Synergy_Loewe=-17.2, Synergy_HSA=-4.97.